Task: Predict the product of the given reaction.. Dataset: Forward reaction prediction with 1.9M reactions from USPTO patents (1976-2016) (1) Given the reactants [CH3:1][C:2]1C[CH2:4][CH2:5][N:6]=1.C1C(=O)N(Cl)[C:9](=[O:10])C1.C[O-:16].[Na+].[C:18]([Cl:22])(Cl)(Cl)Cl, predict the reaction product. The product is: [Cl:22][C:18]1[CH:1]=[CH:2][NH:6][C:5]=1[C:4]([O:10][CH3:9])=[O:16]. (2) Given the reactants [CH3:1][C:2]1[C:18](=[O:19])[CH2:17][CH2:16][C@@:15]2([CH3:20])[C:3]=1[CH2:4][CH2:5][C@@H:6]1[C@@H:14]2[CH2:13][CH2:12][C@@:11]2([CH3:21])[C@H:7]1[CH2:8][CH2:9][C@@H:10]2[OH:22].OO.[O-:25]S([O-])=O.[Na+].[Na+].[Na+].[Cl-], predict the reaction product. The product is: [CH3:1][C@:2]12[O:25][C@:3]31[C@:15]([CH3:20])([CH2:16][CH2:17][C:18]2=[O:19])[C@@H:14]1[C@H:6]([C@H:7]2[C@@:11]([CH2:12][CH2:13]1)([CH3:21])[C@@H:10]([OH:22])[CH2:9][CH2:8]2)[CH2:5][CH2:4]3. (3) The product is: [C:1]1([CH3:23])[CH:2]=[CH:3][C:4]([S:7]([CH2:10][CH2:11][O:12][C:13](=[O:22])[CH2:14][O:15][C:16]2[CH:17]=[CH:18][C:19]([S:25]([Cl:24])(=[O:27])=[O:26])=[CH:20][CH:21]=2)(=[O:9])=[O:8])=[CH:5][CH:6]=1. Given the reactants [C:1]1([CH3:23])[CH:6]=[CH:5][C:4]([S:7]([CH2:10][CH2:11][O:12][C:13](=[O:22])[CH2:14][O:15][C:16]2[CH:21]=[CH:20][CH:19]=[CH:18][CH:17]=2)(=[O:9])=[O:8])=[CH:3][CH:2]=1.[Cl:24][S:25](O)(=[O:27])=[O:26], predict the reaction product.